From a dataset of Catalyst prediction with 721,799 reactions and 888 catalyst types from USPTO. Predict which catalyst facilitates the given reaction. (1) Reactant: [Cl:1][C:2]1[N:3]=[N:4][C:5](Cl)=[CH:6][CH:7]=1.[Br-].[F:10][C:11]1[CH:18]=[CH:17][CH:16]=[C:15]([F:19])[C:12]=1[CH2:13][Zn+]. Product: [Cl:1][C:2]1[N:3]=[N:4][C:5]([CH2:13][C:12]2[C:11]([F:10])=[CH:18][CH:17]=[CH:16][C:15]=2[F:19])=[CH:6][CH:7]=1. The catalyst class is: 176. (2) The catalyst class is: 313. Product: [Cl:27][C:26]1[CH:25]=[N+:24]([O-:28])[CH:23]=[C:22]([Cl:29])[C:21]=1[CH2:20][C@@H:19]([C:30]1[CH:35]=[CH:34][C:33]([O:36][CH:37]([F:38])[F:39])=[C:32]([O:40][CH2:41][CH:42]2[CH2:44][CH2:43]2)[CH:31]=1)[O:18][C:16]([C@H:12]1[N:11]([S:8]([C:4]2[CH:5]=[CH:6][CH:7]=[C:2]([NH:1][C:46]([NH2:47])=[O:45])[CH:3]=2)(=[O:10])=[O:9])[CH2:15][CH2:14][S:13]1)=[O:17]. Reactant: [NH2:1][C:2]1[CH:3]=[C:4]([S:8]([N:11]2[CH2:15][CH2:14][S:13][C@H:12]2[C:16]([O:18][C@H:19]([C:30]2[CH:35]=[CH:34][C:33]([O:36][CH:37]([F:39])[F:38])=[C:32]([O:40][CH2:41][CH:42]3[CH2:44][CH2:43]3)[CH:31]=2)[CH2:20][C:21]2[C:26]([Cl:27])=[CH:25][N+:24]([O-:28])=[CH:23][C:22]=2[Cl:29])=[O:17])(=[O:10])=[O:9])[CH:5]=[CH:6][CH:7]=1.[O-:45][C:46]#[N:47].[K+].